From a dataset of Reaction yield outcomes from USPTO patents with 853,638 reactions. Predict the reaction yield, written as a fraction of the theoretical maximum amount of product (1.0 means a 100% yield; for example, 0.34 means a 34% yield). (1) The reactants are [CH2:1]([O:5][C:6]1[CH:7]=[CH:8][C:9]([C:12]([O:14]C)=[O:13])=[N:10][CH:11]=1)[C:2]#[C:3][CH3:4].[OH-].[Li+].CCOC(C)=O.Cl. The catalyst is C1COCC1.O. The product is [CH2:1]([O:5][C:6]1[CH:7]=[CH:8][C:9]([C:12]([OH:14])=[O:13])=[N:10][CH:11]=1)[C:2]#[C:3][CH3:4]. The yield is 0.450. (2) The reactants are [CH3:1][O:2][C:3](=[O:21])[C:4]1[CH:9]=[CH:8][C:7](OS(C2C=CC(C)=CC=2)(=O)=O)=[CH:6][CH:5]=1.C1COCC1.CN1CCCC1=O.[CH2:34]([Mg]Br)[CH2:35][CH2:36][CH2:37][CH2:38][CH3:39]. The catalyst is CCOCC. The product is [CH3:1][O:2][C:3](=[O:21])[C:4]1[CH:5]=[CH:6][C:7]([CH2:34][CH2:35][CH2:36][CH2:37][CH2:38][CH3:39])=[CH:8][CH:9]=1. The yield is 0.830. (3) The reactants are O(C1C=CC(CCCCN)=CC=1)CCOCCOC.[O:20]([C:34]1[CH:39]=[CH:38][C:37]([CH:40](C(OCC2C=CC=CC=2)=O)[CH2:41][CH2:42][CH2:43][NH2:44])=[CH:36][CH:35]=1)[CH2:21][CH2:22][O:23][CH2:24][CH2:25][O:26][CH2:27][CH2:28][O:29][CH2:30][CH2:31][O:32][CH3:33]. No catalyst specified. The product is [O:20]([C:34]1[CH:39]=[CH:38][C:37]([CH2:40][CH2:41][CH2:42][CH2:43][NH2:44])=[CH:36][CH:35]=1)[CH2:21][CH2:22][O:23][CH2:24][CH2:25][O:26][CH2:27][CH2:28][O:29][CH2:30][CH2:31][O:32][CH3:33]. The yield is 0.950. (4) The reactants are [CH3:1][O:2][C:3]1[CH:8]=[CH:7][C:6]([N:9]([C:14]([C:16]2[CH:17]=[N:18][C:19]([O:22][CH3:23])=[CH:20][CH:21]=2)=O)[NH:10][C:11]([NH2:13])=[O:12])=[CH:5][CH:4]=1.C(O)C. The catalyst is [OH-].[Na+]. The product is [CH3:1][O:2][C:3]1[CH:8]=[CH:7][C:6]([N:9]2[C:14]([C:16]3[CH:17]=[N:18][C:19]([O:22][CH3:23])=[CH:20][CH:21]=3)=[N:13][C:11]([OH:12])=[N:10]2)=[CH:5][CH:4]=1. The yield is 0.540. (5) The reactants are [F:1][C:2]1[CH:7]=[CH:6][C:5]([CH:8]([C:10]2[CH:15]=[C:14]([O:16][C:17]([F:22])([F:21])[CH:18]([F:20])[F:19])[CH:13]=[C:12]([F:23])[CH:11]=2)[OH:9])=[CH:4][C:3]=1[O:24][CH3:25]. The catalyst is C(Cl)Cl.[O-2].[O-2].[Mn+4]. The product is [F:1][C:2]1[CH:7]=[CH:6][C:5]([C:8]([C:10]2[CH:15]=[C:14]([O:16][C:17]([F:21])([F:22])[CH:18]([F:20])[F:19])[CH:13]=[C:12]([F:23])[CH:11]=2)=[O:9])=[CH:4][C:3]=1[O:24][CH3:25]. The yield is 0.980.